This data is from Forward reaction prediction with 1.9M reactions from USPTO patents (1976-2016). The task is: Predict the product of the given reaction. (1) Given the reactants [Cl:1][C:2]1[CH:7]=[C:6]([C:8]2[N:12]=[C:11]([C:13]3[N:14]=[C:15]4[C:20]([Cl:21])=[CH:19][C:18]([C:22]([F:25])([F:24])[F:23])=[CH:17][N:16]4[CH:26]=3)[O:10][N:9]=2)[C:5]([Cl:27])=[CH:4][C:3]=1[OH:28].[OH-].[Na+].[C:31](OCCBr)(=[O:33])[CH3:32], predict the reaction product. The product is: [Cl:1][C:2]1[CH:7]=[C:6]([C:8]2[N:12]=[C:11]([C:13]3[N:14]=[C:15]4[C:20]([Cl:21])=[CH:19][C:18]([C:22]([F:23])([F:25])[F:24])=[CH:17][N:16]4[CH:26]=3)[O:10][N:9]=2)[C:5]([Cl:27])=[CH:4][C:3]=1[O:28][CH2:32][CH2:31][OH:33]. (2) Given the reactants [CH:1]1([C@@H:4]2[O:25][CH2:24][C@:7]3([C:26]4[CH:31]=[CH:30][C:29]([F:32])=[CH:28][C:27]=4[F:33])[N:8]=[C:9]([NH:15]C(=O)C4C=CC=CC=4)[S:10][C@H:11]([CH2:12][O:13][CH3:14])[C@@H:6]3[CH2:5]2)[CH2:3][CH2:2]1.FC1C=C(F)C=CC=1[C@]12CO[C@@H](C3CCO3)C[C@H]1CSC(N)=N2.[ClH:57], predict the reaction product. The product is: [ClH:57].[CH:1]1([C@@H:4]2[O:25][CH2:24][C@:7]3([C:26]4[CH:31]=[CH:30][C:29]([F:32])=[CH:28][C:27]=4[F:33])[N:8]=[C:9]([NH2:15])[S:10][C@H:11]([CH2:12][O:13][CH3:14])[C@@H:6]3[CH2:5]2)[CH2:3][CH2:2]1. (3) Given the reactants [C:1]([CH2:3][NH:4][CH2:5][CH2:6][CH:7]([C:14]1[CH:19]=[CH:18][CH:17]=[CH:16][CH:15]=1)[C:8]1[CH:13]=[CH:12][CH:11]=[CH:10][CH:9]=1)#[N:2].IC.[C:22](=O)([O-])[O-].[K+].[K+], predict the reaction product. The product is: [CH3:22][N:4]([CH2:5][CH2:6][CH:7]([C:14]1[CH:15]=[CH:16][CH:17]=[CH:18][CH:19]=1)[C:8]1[CH:9]=[CH:10][CH:11]=[CH:12][CH:13]=1)[CH2:3][C:1]#[N:2].